Dataset: Reaction yield outcomes from USPTO patents with 853,638 reactions. Task: Predict the reaction yield, written as a fraction of the theoretical maximum amount of product (1.0 means a 100% yield; for example, 0.34 means a 34% yield). (1) The reactants are [C:1]([O:5][C:6](=[O:39])[N:7]([C:12]1[C:16]2[CH:17]=[C:18]([CH2:21][O:22][C:23]3[CH:28]=[CH:27][C:26]([C:29]4[CH:34]=[C:33]([F:35])[C:32]([F:36])=[CH:31][C:30]=4[O:37][CH3:38])=[CH:25][CH:24]=3)[CH:19]=[CH:20][C:15]=2[O:14][N:13]=1)[CH2:8]COC)([CH3:4])([CH3:3])[CH3:2].C(OC(=O)NC1C2C=CC=C(COC3C=CC(C4C=C(F)C(F)=CC=4OC)=CC=3)C=2ON=1)(C)(C)C.CI. No catalyst specified. The product is [C:1]([O:5][C:6](=[O:39])[N:7]([C:12]1[C:16]2[CH:15]=[CH:20][CH:19]=[C:18]([CH2:21][O:22][C:23]3[CH:28]=[CH:27][C:26]([C:29]4[CH:34]=[C:33]([F:35])[C:32]([F:36])=[CH:31][C:30]=4[O:37][CH3:38])=[CH:25][CH:24]=3)[C:17]=2[O:14][N:13]=1)[CH3:8])([CH3:4])([CH3:3])[CH3:2]. The yield is 1.02. (2) The reactants are CCN(C(C)C)C(C)C.[C:10]([O:14][C:15]([NH:17][C@H:18]1[CH2:24][CH2:23][S:22][C@H:21]2[CH2:25][CH2:26][CH2:27][C@@H:28]([C:29](O)=[O:30])[N:20]2[C:19]1=[O:32])=[O:16])([CH3:13])([CH3:12])[CH3:11].[CH2:33]([NH2:36])[CH2:34][CH3:35].ON1C2N=CC=CC=2N=N1.C(Cl)CCl. The catalyst is CN(C=O)C. The product is [O:32]=[C:19]1[C@@H:18]([NH:17][C:15](=[O:16])[O:14][C:10]([CH3:12])([CH3:11])[CH3:13])[CH2:24][CH2:23][S:22][C@H:21]2[CH2:25][CH2:26][CH2:27][C@@H:28]([C:29](=[O:30])[NH:36][CH2:33][CH2:34][CH3:35])[N:20]12. The yield is 1.00. (3) The reactants are [CH3:1][NH:2][S:3]([C:6]1[CH:11]=[CH:10][C:9]([O:12][CH:13]([CH3:15])[CH3:14])=[C:8]([N+:16]([O-])=O)[CH:7]=1)(=[O:5])=[O:4]. The catalyst is C(O)C.[Pd]. The product is [NH2:16][C:8]1[CH:7]=[C:6]([S:3]([NH:2][CH3:1])(=[O:5])=[O:4])[CH:11]=[CH:10][C:9]=1[O:12][CH:13]([CH3:15])[CH3:14]. The yield is 0.770. (4) The reactants are [CH3:1][O:2][C:3]1[CH:25]=[C:24]([O:26][CH3:27])[CH:23]=[C:22]([O:28][CH3:29])[C:4]=1[CH:5]=[CH:6][S:7]([NH:10][C:11]1[CH:16]=[CH:15][C:14]([O:17][CH3:18])=[C:13]([N+:19]([O-])=O)[CH:12]=1)(=[O:9])=[O:8].O.NN. The catalyst is C(O)C.[Pd]. The product is [CH3:1][O:2][C:3]1[CH:25]=[C:24]([O:26][CH3:27])[CH:23]=[C:22]([O:28][CH3:29])[C:4]=1[CH:5]=[CH:6][S:7]([NH:10][C:11]1[CH:16]=[CH:15][C:14]([O:17][CH3:18])=[C:13]([NH2:19])[CH:12]=1)(=[O:9])=[O:8]. The yield is 0.480.